This data is from Reaction yield outcomes from USPTO patents with 853,638 reactions. The task is: Predict the reaction yield, written as a fraction of the theoretical maximum amount of product (1.0 means a 100% yield; for example, 0.34 means a 34% yield). (1) The reactants are Cl.[C:2]([CH:5]([CH2:11][C:12]1[CH:17]=[CH:16][N:15]=[CH:14][CH:13]=1)C(OCC)=O)(=[O:4])[CH3:3]. The yield is 0.890. The product is [N:15]1[CH:16]=[CH:17][C:12]([CH2:11][CH2:5][C:2](=[O:4])[CH3:3])=[CH:13][CH:14]=1. No catalyst specified. (2) The reactants are [CH:1]1([NH:6][N:7]2[C:16]3[C:11](=[CH:12][CH:13]=[CH:14][CH:15]=3)[C:10]([OH:17])=[C:9]([C:18]3[NH:23][C:22]4[CH:24]=[CH:25][C:26]([OH:28])=[CH:27][C:21]=4[S:20](=[O:30])(=[O:29])[N:19]=3)[C:8]2=[O:31])[CH2:5][CH2:4][CH2:3][CH2:2]1.C(=O)([O-])[O-].[Cs+].[Cs+].Br[CH2:39][C:40]([NH2:42])=[O:41]. The catalyst is [I-].C([N+](CCCC)(CCCC)CCCC)CCC.CN(C)C=O. The product is [CH:1]1([NH:6][N:7]2[C:16]3[C:11](=[CH:12][CH:13]=[CH:14][CH:15]=3)[C:10]([OH:17])=[C:9]([C:18]3[NH:23][C:22]4[CH:24]=[CH:25][C:26]([O:28][CH2:39][C:40]([NH2:42])=[O:41])=[CH:27][C:21]=4[S:20](=[O:29])(=[O:30])[N:19]=3)[C:8]2=[O:31])[CH2:2][CH2:3][CH2:4][CH2:5]1. The yield is 0.850. (3) The reactants are [N:1]1([C:7]([C:9]2[N:10]([CH2:21][C:22]([F:25])([F:24])[F:23])[C:11]3[C:16]([CH:17]=2)=[CH:15][C:14]([C:18](O)=[O:19])=[CH:13][CH:12]=3)=[O:8])[CH2:6][CH2:5][O:4][CH2:3][CH2:2]1.[CH:26]1([N:30]2[CH2:35][CH2:34][NH:33][CH2:32][CH2:31]2)[CH2:29][CH2:28][CH2:27]1. No catalyst specified. The product is [CH:26]1([N:30]2[CH2:35][CH2:34][N:33]([C:18]([C:14]3[CH:15]=[C:16]4[C:11](=[CH:12][CH:13]=3)[N:10]([CH2:21][C:22]([F:24])([F:23])[F:25])[C:9]([C:7]([N:1]3[CH2:6][CH2:5][O:4][CH2:3][CH2:2]3)=[O:8])=[CH:17]4)=[O:19])[CH2:32][CH2:31]2)[CH2:29][CH2:28][CH2:27]1. The yield is 0.500. (4) The reactants are [OH:1][C:2]1([CH:13]([N+:17]([O-:19])=[O:18])[CH:14]([CH3:16])[CH3:15])[CH2:5][N:4]([C:6]([O:8]C(C)(C)C)=O)[CH2:3]1.Cl.[F:21][C:22]1[C:23]([NH:32][C:33]2[CH:38]=[CH:37][C:36]([I:39])=[CH:35][C:34]=2[F:40])=[C:24]([CH:28]=[CH:29][C:30]=1[F:31])C(O)=O.C1CN([P+](ON2N=NC3C=CC=CC2=3)(N2CCCC2)N2CCCC2)CC1.F[P-](F)(F)(F)(F)F.CCN(C(C)C)C(C)C. The catalyst is O1CCOCC1.CN(C=O)C.C(OCC)(=O)C.CO. The product is [F:21][C:22]1[C:23]([NH:32][C:33]2[CH:38]=[CH:37][C:36]([I:39])=[CH:35][C:34]=2[F:40])=[C:24]([C:6]([N:4]2[CH2:3][C:2]([CH:13]([N+:17]([O-:19])=[O:18])[CH:14]([CH3:15])[CH3:16])([OH:1])[CH2:5]2)=[O:8])[CH:28]=[CH:29][C:30]=1[F:31]. The yield is 0.900. (5) The reactants are C1[CH:5]2[C@@H:6]3[CH:10]=[CH:9][C@H:8]([CH:4]2C=C1)[CH2:7]3.[CH2:11]([O:15][C:16](=[O:19])C=C)[CH2:12][CH2:13][CH3:14].C1(C=CC(O)=CC=1)O. No catalyst specified. The product is [CH2:11]([O:15][C:16]([C:6]12[CH2:7][CH:8]([CH2:4][CH2:5]1)[CH:9]=[CH:10]2)=[O:19])[CH2:12][CH2:13][CH3:14]. The yield is 0.780.